This data is from HIV replication inhibition screening data with 41,000+ compounds from the AIDS Antiviral Screen. The task is: Binary Classification. Given a drug SMILES string, predict its activity (active/inactive) in a high-throughput screening assay against a specified biological target. (1) The result is 0 (inactive). The drug is CCOC12SC(Nc3ccc(C)cc3)=NN1C(=S)N(C)N=C2C. (2) The molecule is O=C1c2ccccc2C(=C2c3ccccc3C(=O)c3ccccc32)c2ccccc21. The result is 0 (inactive). (3) The drug is N#CC(=Cc1ccccc1)c1cccc(Br)c1. The result is 0 (inactive). (4) The molecule is C=C1C(=O)OCC2C(C(=O)O)=CC3C(C)C(C)=CC123. The result is 0 (inactive). (5) The compound is CC(=O)c1ccc([Se][Se]c2ccc(C(C)=O)cc2)cc1. The result is 0 (inactive). (6) The compound is COc1ccc(-c2cn3c([nH]c(=O)c4cc(Br)ccc43)c2C#N)cc1. The result is 0 (inactive). (7) The compound is Cc1cccc2c(N)c3cccc(C(=O)NCC[N+]4(Cc5ccc([N+](=O)[O-])cc5)CCOCC4)c3nc12.Cl.[Cl-]. The result is 0 (inactive). (8) The compound is C=CCCCN1C(=O)CCC1=O. The result is 0 (inactive).